This data is from Forward reaction prediction with 1.9M reactions from USPTO patents (1976-2016). The task is: Predict the product of the given reaction. (1) Given the reactants [O:1]=[C:2]1[N:10]([CH2:11][CH2:12][CH3:13])[C:9]2[N:8]=[C:7]([C:14]34[CH2:21][CH2:20][C:17]([C:22](=[S:24])[NH2:23])([CH2:18][CH2:19]3)[CH2:16][CH2:15]4)[NH:6][C:5]=2[C:4](=[O:25])[N:3]1[CH2:26][CH2:27][CH3:28].Br[CH2:30][C:31](=O)[C:32]([O:34][CH2:35][CH3:36])=[O:33].N1C=CC=CC=1.O, predict the reaction product. The product is: [CH2:35]([O:34][C:32]([C:31]1[N:23]=[C:22]([C:17]23[CH2:20][CH2:21][C:14]([C:7]4[NH:6][C:5]5[C:4](=[O:25])[N:3]([CH2:26][CH2:27][CH3:28])[C:2](=[O:1])[N:10]([CH2:11][CH2:12][CH3:13])[C:9]=5[N:8]=4)([CH2:19][CH2:18]2)[CH2:15][CH2:16]3)[S:24][CH:30]=1)=[O:33])[CH3:36]. (2) Given the reactants [Mg].[Cl:2][C:3]1[CH:10]=[CH:9][C:6]([CH2:7]Cl)=[C:5]([O:11][CH3:12])[CH:4]=1.[O:13]=[C:14]1[CH2:19][CH2:18][N:17]([C:20]([O:22][C:23]([CH3:26])([CH3:25])[CH3:24])=[O:21])[CH2:16][CH2:15]1, predict the reaction product. The product is: [Cl:2][C:3]1[CH:10]=[CH:9][C:6]([CH2:7][C:14]2([OH:13])[CH2:15][CH2:16][N:17]([C:20]([O:22][C:23]([CH3:25])([CH3:24])[CH3:26])=[O:21])[CH2:18][CH2:19]2)=[C:5]([O:11][CH3:12])[CH:4]=1. (3) The product is: [CH3:15][O:16][C:17]1[CH:18]=[C:19]([C:2]2[C:3]([NH2:14])=[N:4][C:5]([N:8]3[CH2:13][CH2:12][O:11][CH2:10][CH2:9]3)=[N:6][CH:7]=2)[CH:20]=[N:21][CH:22]=1. Given the reactants Br[C:2]1[C:3]([NH2:14])=[N:4][C:5]([N:8]2[CH2:13][CH2:12][O:11][CH2:10][CH2:9]2)=[N:6][CH:7]=1.[CH3:15][O:16][C:17]1[CH:18]=[C:19](B(O)O)[CH:20]=[N:21][CH:22]=1.C1(P(C2CCCCC2)C2CCCCC2)CCCCC1.[O-]P([O-])([O-])=O.[K+].[K+].[K+], predict the reaction product. (4) Given the reactants [OH:1][C:2]1[CH:6]=[C:5]([CH3:7])[N:4]([C:8]2[CH:13]=[C:12]([S:14][CH2:15][C:16]([F:19])([F:18])[F:17])[C:11]([CH3:20])=[CH:10][C:9]=2[F:21])[N:3]=1.C(=O)([O-])[O-].[K+].[K+].[F:44][C:39]([F:45])([C:40]([F:43])([F:42])[F:41])[C:38](F)(F)C(S(O[CH2:38][C:39]([F:45])([F:44])[C:40]([F:43])([F:42])[F:41])(=O)=O)(F)F.O, predict the reaction product. The product is: [F:21][C:9]1[CH:10]=[C:11]([CH3:20])[C:12]([S:14][CH2:15][C:16]([F:19])([F:17])[F:18])=[CH:13][C:8]=1[N:4]1[C:5]([CH3:7])=[CH:6][C:2]([O:1][CH2:38][C:39]([F:45])([F:44])[C:40]([F:43])([F:42])[F:41])=[N:3]1. (5) Given the reactants Cl.C([O:9][C:10]1[CH:19]=[C:18]2[C:13]([C:14]([NH:20][C:21]3[CH:26]=[CH:25][C:24]([Cl:27])=[CH:23][C:22]=3[F:28])=[N:15][CH:16]=[N:17]2)=[CH:12][C:11]=1[O:29][CH3:30])C1C=CC=CC=1, predict the reaction product. The product is: [Cl:27][C:24]1[CH:25]=[CH:26][C:21]([NH:20][C:14]2[C:13]3[C:18](=[CH:19][C:10]([OH:9])=[C:11]([O:29][CH3:30])[CH:12]=3)[N:17]=[CH:16][N:15]=2)=[C:22]([F:28])[CH:23]=1.